This data is from Full USPTO retrosynthesis dataset with 1.9M reactions from patents (1976-2016). The task is: Predict the reactants needed to synthesize the given product. (1) Given the product [Cl:13][CH2:12][C:4]1[N:3]=[C:2]([N:14]2[CH2:18][CH2:17][CH2:16][CH2:15]2)[C:11]2[C:6](=[CH:7][CH:8]=[CH:9][CH:10]=2)[N:5]=1, predict the reactants needed to synthesize it. The reactants are: Cl[C:2]1[C:11]2[C:6](=[CH:7][CH:8]=[CH:9][CH:10]=2)[N:5]=[C:4]([CH2:12][Cl:13])[N:3]=1.[NH:14]1[CH2:18][CH2:17][CH2:16][CH2:15]1. (2) The reactants are: [C:1](#[N:10])[C:2]1[C:3](=[CH:6][CH:7]=[CH:8][CH:9]=1)[C:4]#[N:5].[NH2:11][C:12]1[CH:17]=[CH:16][CH:15]=[CH:14][N:13]=1.[Fe:18](Cl)Cl. Given the product [N:13]1[CH:14]=[CH:15][CH:16]=[CH:17][C:12]=1[N:5]=[C:4]1[C:3]2[C:2](=[CH:9][CH:8]=[CH:7][CH:6]=2)[C:1](=[N:11][C:12]2[CH:17]=[CH:16][CH:15]=[CH:14][N:13]=2)[NH:10]1.[Fe+2:18], predict the reactants needed to synthesize it. (3) Given the product [C:27]([NH:26][C@@H:9]1[CH2:8][O:7][C@H:6]([CH2:30][OH:31])[C@@H:5]([OH:4])[C@@H:10]1[O:11][C@H:12]([CH3:25])[C:13]([NH:14][C@@H:15]([CH3:23])[CH2:16][C:17]1[CH:18]=[CH:19][CH:20]=[CH:21][CH:22]=1)=[O:24])(=[O:29])[CH3:28], predict the reactants needed to synthesize it. The reactants are: C([O:4][C@H:5]1[C@H:10]([O:11][C@H:12]([CH3:25])[C:13](=[O:24])[NH:14][C@@H:15]([CH3:23])[CH2:16][C:17]2[CH:22]=[CH:21][CH:20]=[CH:19][CH:18]=2)[C@H:9]([NH:26][C:27](=[O:29])[CH3:28])[CH2:8][O:7][C@@H:6]1[CH2:30][O:31]C(=O)C)(=O)C.C[O-].[Na+]. (4) The reactants are: F[C:2]1[C:7]([F:8])=[CH:6][CH:5]=[CH:4][C:3]=1[S:9](Cl)(=[O:11])=[O:10].[CH3:13][O:14][C:15]1[N:20]=[CH:19][C:18]([NH2:21])=[CH:17][CH:16]=1.[Cl:22][C:23]1[CH:30]=[CH:29][CH:28]=[C:27]([F:31])[C:24]=1[CH2:25][NH2:26]. Given the product [Cl:22][C:23]1[CH:30]=[CH:29][CH:28]=[C:27]([F:31])[C:24]=1[CH2:25][NH:26][C:2]1[C:7]([F:8])=[CH:6][CH:5]=[CH:4][C:3]=1[S:9]([NH:21][C:18]1[CH:19]=[N:20][C:15]([O:14][CH3:13])=[CH:16][CH:17]=1)(=[O:11])=[O:10], predict the reactants needed to synthesize it. (5) Given the product [C:1]([O:5][C:6](=[O:41])[NH:7][C@H:8]([C:10](=[O:40])[NH:11][C@@H:12]([CH2:25][C:26]1[CH:31]=[CH:30][CH:29]=[C:28]([OH:32])[CH:27]=1)[C@@H:13]([OH:24])[CH2:14][C@H:15]([C:17](=[O:23])[NH:18][CH2:19][CH2:20][CH2:21][CH3:22])[CH3:16])[CH3:9])([CH3:4])([CH3:3])[CH3:2], predict the reactants needed to synthesize it. The reactants are: [C:1]([O:5][C:6](=[O:41])[NH:7][C@H:8]([C:10](=[O:40])[NH:11][C@@H:12]([CH2:25][C:26]1[CH:31]=[CH:30][CH:29]=[C:28]([O:32]CC2C=CC=CC=2)[CH:27]=1)[C@@H:13]([OH:24])[CH2:14][C@H:15]([C:17](=[O:23])[NH:18][CH2:19][CH2:20][CH2:21][CH3:22])[CH3:16])[CH3:9])([CH3:4])([CH3:3])[CH3:2]. (6) Given the product [CH2:1]([O:4][C:5]1[CH:10]=[C:9]([Br:11])[CH:8]=[C:7]([CH2:12][C:14]2[CH:19]=[CH:18][CH:17]=[CH:16][CH:15]=2)[C:6]=1[Cl:20])[CH:2]=[CH2:3], predict the reactants needed to synthesize it. The reactants are: [CH2:1]([O:4][C:5]1[C:6]([Cl:20])=[C:7]([C:12]([C:14]2[CH:19]=[CH:18][CH:17]=[CH:16][CH:15]=2)=O)[CH:8]=[C:9]([Br:11])[CH:10]=1)[CH:2]=[CH2:3].C([SiH](CC)CC)C.OS(C(F)(F)F)(=O)=O.